This data is from NCI-60 drug combinations with 297,098 pairs across 59 cell lines. The task is: Regression. Given two drug SMILES strings and cell line genomic features, predict the synergy score measuring deviation from expected non-interaction effect. (1) Drug 1: C1=C(C(=O)NC(=O)N1)F. Drug 2: CC(C)NC(=O)C1=CC=C(C=C1)CNNC.Cl. Cell line: CCRF-CEM. Synergy scores: CSS=10.3, Synergy_ZIP=-9.48, Synergy_Bliss=-19.4, Synergy_Loewe=-29.1, Synergy_HSA=-22.6. (2) Drug 1: CCCS(=O)(=O)NC1=C(C(=C(C=C1)F)C(=O)C2=CNC3=C2C=C(C=N3)C4=CC=C(C=C4)Cl)F. Drug 2: C(=O)(N)NO. Cell line: OVCAR-4. Synergy scores: CSS=-0.766, Synergy_ZIP=2.91, Synergy_Bliss=2.54, Synergy_Loewe=1.53, Synergy_HSA=-0.389. (3) Drug 1: C1=NC2=C(N1)C(=S)N=C(N2)N. Drug 2: COC1=C2C(=CC3=C1OC=C3)C=CC(=O)O2. Cell line: SF-539. Synergy scores: CSS=16.3, Synergy_ZIP=-1.33, Synergy_Bliss=-0.397, Synergy_Loewe=-18.8, Synergy_HSA=-7.91. (4) Drug 1: CN1CCC(CC1)COC2=C(C=C3C(=C2)N=CN=C3NC4=C(C=C(C=C4)Br)F)OC. Drug 2: CC=C1C(=O)NC(C(=O)OC2CC(=O)NC(C(=O)NC(CSSCCC=C2)C(=O)N1)C(C)C)C(C)C. Cell line: HT29. Synergy scores: CSS=46.7, Synergy_ZIP=-0.896, Synergy_Bliss=1.24, Synergy_Loewe=-43.9, Synergy_HSA=-0.395. (5) Drug 1: CC12CCC3C(C1CCC2=O)CC(=C)C4=CC(=O)C=CC34C. Drug 2: CN1C2=C(C=C(C=C2)N(CCCl)CCCl)N=C1CCCC(=O)O.Cl. Cell line: NCI-H460. Synergy scores: CSS=22.2, Synergy_ZIP=-0.715, Synergy_Bliss=-1.01, Synergy_Loewe=-25.2, Synergy_HSA=-0.866. (6) Drug 1: CC1=C2C(C(=O)C3(C(CC4C(C3C(C(C2(C)C)(CC1OC(=O)C(C(C5=CC=CC=C5)NC(=O)OC(C)(C)C)O)O)OC(=O)C6=CC=CC=C6)(CO4)OC(=O)C)OC)C)OC. Drug 2: CC1CCC2CC(C(=CC=CC=CC(CC(C(=O)C(C(C(=CC(C(=O)CC(OC(=O)C3CCCCN3C(=O)C(=O)C1(O2)O)C(C)CC4CCC(C(C4)OC)O)C)C)O)OC)C)C)C)OC. Cell line: HOP-62. Synergy scores: CSS=45.6, Synergy_ZIP=-2.22, Synergy_Bliss=-2.27, Synergy_Loewe=2.24, Synergy_HSA=3.37. (7) Drug 1: C1CC(=O)NC(=O)C1N2CC3=C(C2=O)C=CC=C3N. Drug 2: N.N.Cl[Pt+2]Cl. Cell line: NCI-H522. Synergy scores: CSS=2.32, Synergy_ZIP=-1.47, Synergy_Bliss=-1.39, Synergy_Loewe=-0.520, Synergy_HSA=-0.604. (8) Drug 1: CCC1=CC2CC(C3=C(CN(C2)C1)C4=CC=CC=C4N3)(C5=C(C=C6C(=C5)C78CCN9C7C(C=CC9)(C(C(C8N6C)(C(=O)OC)O)OC(=O)C)CC)OC)C(=O)OC.C(C(C(=O)O)O)(C(=O)O)O. Drug 2: CS(=O)(=O)OCCCCOS(=O)(=O)C. Cell line: MDA-MB-435. Synergy scores: CSS=27.9, Synergy_ZIP=-3.44, Synergy_Bliss=-9.70, Synergy_Loewe=-53.1, Synergy_HSA=-14.5. (9) Drug 2: CC1=C(C(=O)C2=C(C1=O)N3CC4C(C3(C2COC(=O)N)OC)N4)N. Synergy scores: CSS=14.7, Synergy_ZIP=-6.18, Synergy_Bliss=2.28, Synergy_Loewe=-7.56, Synergy_HSA=0.847. Cell line: OVCAR3. Drug 1: CCC(=C(C1=CC=CC=C1)C2=CC=C(C=C2)OCCN(C)C)C3=CC=CC=C3.C(C(=O)O)C(CC(=O)O)(C(=O)O)O.